Dataset: Forward reaction prediction with 1.9M reactions from USPTO patents (1976-2016). Task: Predict the product of the given reaction. (1) Given the reactants [NH2:1][CH2:2][C:3]1[C:12](=[O:13])[C:11]2[C:6](=[CH:7][C:8]([Cl:14])=[CH:9][CH:10]=2)[N:5]([C:15]2[CH:20]=[CH:19][CH:18]=[CH:17][CH:16]=2)[C:4]=1[C:21]1[O:22][CH:23]=[CH:24][N:25]=1.[O:26]1[CH2:31][CH2:30][N:29]([C:32]2[CH:33]=[C:34]([CH:38]=[CH:39][N:40]=2)[C:35](O)=[O:36])[CH2:28][CH2:27]1, predict the reaction product. The product is: [Cl:14][C:8]1[CH:7]=[C:6]2[C:11]([C:12](=[O:13])[C:3]([CH2:2][NH:1][C:35](=[O:36])[C:34]3[CH:38]=[CH:39][N:40]=[C:32]([N:29]4[CH2:28][CH2:27][O:26][CH2:31][CH2:30]4)[CH:33]=3)=[C:4]([C:21]3[O:22][CH:23]=[CH:24][N:25]=3)[N:5]2[C:15]2[CH:20]=[CH:19][CH:18]=[CH:17][CH:16]=2)=[CH:10][CH:9]=1. (2) Given the reactants C(O[C:6]([N:8]1[CH2:12][C:11](=[N:13][O:14][CH2:15][C:16]2[CH:21]=[CH:20][C:19]([O:22][CH3:23])=[CH:18][CH:17]=2)[CH2:10][C@H:9]1[C:24]([OH:26])=O)=[O:7])(C)(C)C.[N:27]([C:30]1[CH:35]=[CH:34][CH:33]=[C:32]([CH3:36])[CH:31]=1)=C=O.[NH:37]1[CH2:42][CH2:41][O:40][CH2:39][CH2:38]1, predict the reaction product. The product is: [CH3:23][O:22][C:19]1[CH:18]=[CH:17][C:16]([CH2:15][O:14][N:13]=[C:11]2[CH2:12][N:8]([C:6]([NH:27][C:30]3[CH:35]=[CH:34][CH:33]=[C:32]([CH3:36])[CH:31]=3)=[O:7])[C@H:9]([C:24]([N:37]3[CH2:42][CH2:41][O:40][CH2:39][CH2:38]3)=[O:26])[CH2:10]2)=[CH:21][CH:20]=1. (3) The product is: [Cl:1][C:2]1[CH:3]=[C:4]([C:8]([Cl:11])=[CH:9][N:10]=1)[C:5]([O:7][CH2:19][CH3:20])=[O:6]. Given the reactants [Cl:1][C:2]1[CH:3]=[C:4]([C:8]([Cl:11])=[CH:9][N:10]=1)[C:5]([OH:7])=[O:6].C(=O)([O-])[O-].[K+].[K+].I[CH2:19][CH3:20], predict the reaction product.